Dataset: Full USPTO retrosynthesis dataset with 1.9M reactions from patents (1976-2016). Task: Predict the reactants needed to synthesize the given product. (1) Given the product [Br:1][C:2]1[CH:3]=[N:4][CH:5]=[C:6]([F:9])[C:7]=1[N:13]1[CH2:18][CH2:17][CH:16]([C:19]([O:21][C:22]([CH3:25])([CH3:24])[CH3:23])=[O:20])[CH2:15][CH2:14]1, predict the reactants needed to synthesize it. The reactants are: [Br:1][C:2]1[CH:3]=[N:4][CH:5]=[C:6]([F:9])[C:7]=1Cl.[F-].[K+].Cl.[NH:13]1[CH2:18][CH2:17][CH:16]([C:19]([O:21][C:22]([CH3:25])([CH3:24])[CH3:23])=[O:20])[CH2:15][CH2:14]1.CCN(C(C)C)C(C)C. (2) The reactants are: [N:1]1([C:7]([O:9][C:10]([CH3:13])([CH3:12])[CH3:11])=[O:8])[CH2:6][CH:5]=[CH:4][CH2:3][CH2:2]1.C1C=C(Cl)C=C(C(OO)=[O:22])C=1.[O-]S([O-])(=S)=O.[Na+].[Na+]. Given the product [CH:5]12[O:22][CH:4]1[CH2:3][CH2:2][N:1]([C:7]([O:9][C:10]([CH3:13])([CH3:12])[CH3:11])=[O:8])[CH2:6]2, predict the reactants needed to synthesize it.